From a dataset of Full USPTO retrosynthesis dataset with 1.9M reactions from patents (1976-2016). Predict the reactants needed to synthesize the given product. (1) Given the product [Cl:1][C:2]1[CH:32]=[CH:31][C:5]([CH2:6][NH:7][C:8](=[O:30])[CH2:9][C@H:10]2[C:21](=[O:22])[O:20][CH2:19][C@@H:18]([C:23]3[CH:28]=[CH:27][CH:26]=[CH:25][CH:24]=3)[NH:17][C:16](=[O:29])[CH2:15][CH2:14][C@H:42]([OH:38])[C@@H:43]([OH:46])[CH2:45]2)=[CH:4][CH:3]=1, predict the reactants needed to synthesize it. The reactants are: [Cl:1][C:2]1[CH:32]=[CH:31][C:5]([CH2:6][NH:7][C:8](=[O:30])[CH2:9][C@H:10]2[C:21](=[O:22])[O:20][CH2:19][C@@H:18]([C:23]3[CH:28]=[CH:27][CH:26]=[CH:25][CH:24]=3)[NH:17][C:16](=[O:29])[CH2:15][CH2:14]C=CC2)=[CH:4][CH:3]=1.O.C[N+]1([O-])CC[O:38]CC1.[CH3:42][C:43]([OH:46])([CH3:45])C. (2) Given the product [CH3:9][Si:10]([C:13]#[C:14][C:2]1[C:3]([NH2:8])=[N:4][CH:5]=[CH:6][CH:7]=1)([CH3:12])[CH3:11], predict the reactants needed to synthesize it. The reactants are: I[C:2]1[C:3]([NH2:8])=[N:4][CH:5]=[CH:6][CH:7]=1.[CH3:9][Si:10]([C:13]#[CH:14])([CH3:12])[CH3:11].C(N(CC)C(C)C)(C)C.CN1CCCC1=O. (3) Given the product [NH2:7][C@H:8]1[C:17]2[C:12](=[CH:13][C:14]([O:18][CH3:19])=[CH:15][CH:16]=2)[O:11][C@@H:10]([C:20]2[CH:29]=[CH:28][C:23]([C:24]([O:26][CH3:27])=[O:25])=[CH:22][N:21]=2)[CH2:9]1, predict the reactants needed to synthesize it. The reactants are: C([S@@]([N:7]=[C:8]1[C:17]2[C:12](=[CH:13][C:14]([O:18][CH3:19])=[CH:15][CH:16]=2)[O:11][C@@H:10]([C:20]2[CH:29]=[CH:28][C:23]([C:24]([O:26][CH3:27])=[O:25])=[CH:22][N:21]=2)[CH2:9]1)=O)(C)(C)C.[BH4-].[Na+].Cl.O1CCOCC1. (4) Given the product [CH3:3][CH:2]([CH2:4][CH:5]([N:17]([CH3:18])[CH3:19])[C:6]1([C:10]2[CH:11]=[CH:12][C:13]([Cl:16])=[CH:14][CH:15]=2)[CH2:7][CH2:8][CH2:9]1)[CH3:1].[C:20]([O-:25])(=[O:24])[C:21]([O-:23])=[O:22], predict the reactants needed to synthesize it. The reactants are: [CH3:1][CH:2]([CH2:4][CH:5]([N:17]([CH3:19])[CH3:18])[C:6]1([C:10]2[CH:11]=[CH:12][C:13]([Cl:16])=[CH:14][CH:15]=2)[CH2:9][CH2:8][CH2:7]1)[CH3:3].[C:20]([OH:25])(=[O:24])[C:21]([OH:23])=[O:22]. (5) Given the product [Cl:1][C:2]1[C:8]([O:9][C:10]2[CH:15]=[CH:14][CH:13]=[C:12]([Cl:16])[C:11]=2[Cl:17])=[CH:7][C:5]([NH2:6])=[C:4]([NH2:18])[CH:3]=1, predict the reactants needed to synthesize it. The reactants are: [Cl:1][C:2]1[C:8]([O:9][C:10]2[CH:15]=[CH:14][CH:13]=[C:12]([Cl:16])[C:11]=2[Cl:17])=[CH:7][C:5]([NH2:6])=[C:4]([N+:18]([O-])=O)[CH:3]=1. (6) Given the product [F:34][C:28]1[CH:29]=[C:30]([F:33])[CH:31]=[CH:32][C:27]=1[C:25]1[N:12]=[C:11]([C:9]2[CH:10]=[C:5]([C:3]([OH:2])=[O:4])[C:6]([C:14]3[CH:19]=[CH:18][CH:17]=[CH:16][C:15]=3[N+:20]([O-:22])=[O:21])=[CH:7][CH:8]=2)[S:13][CH:24]=1, predict the reactants needed to synthesize it. The reactants are: C[O:2][C:3]([C:5]1[C:6]([C:14]2[CH:19]=[CH:18][CH:17]=[CH:16][C:15]=2[N+:20]([O-:22])=[O:21])=[CH:7][CH:8]=[C:9]([C:11](=[S:13])[NH2:12])[CH:10]=1)=[O:4].Br[CH2:24][C:25]([C:27]1[CH:32]=[CH:31][C:30]([F:33])=[CH:29][C:28]=1[F:34])=O. (7) Given the product [CH2:2]([C:1]1[N:21]([CH2:20][CH2:19][O:18][CH2:17][CH2:16][S:13]([CH3:12])(=[O:15])=[O:14])[C:22]2[C:31]3[CH:30]=[CH:29][CH:28]=[CH:27][C:26]=3[N:25]=[CH:24][C:23]=2[N:32]=1)[CH2:3][CH2:4][CH3:5], predict the reactants needed to synthesize it. The reactants are: [C:1](OC)(OC)(OC)[CH2:2][CH2:3][CH2:4][CH3:5].[CH3:12][S:13]([CH2:16][CH2:17][O:18][CH2:19][CH2:20][NH:21][C:22]1[C:31]2[C:26](=[CH:27][CH:28]=[CH:29][CH:30]=2)[N:25]=[CH:24][C:23]=1[NH2:32])(=[O:15])=[O:14].Cl.N1C=CC=CC=1.